Dataset: Reaction yield outcomes from USPTO patents with 853,638 reactions. Task: Predict the reaction yield, written as a fraction of the theoretical maximum amount of product (1.0 means a 100% yield; for example, 0.34 means a 34% yield). (1) The reactants are [C:1]1([C:7]2[NH:11][CH:10]=[C:9]([C:12]([O:14][CH2:15][CH3:16])=[O:13])[CH:8]=2)[CH:6]=[CH:5][CH:4]=[CH:3][CH:2]=1.[H-].[Na+].C1OCCOCCOCCOCCOC1.Cl[C:35]1[N:40]=[N:39][C:38]([S:41](F)(=[O:43])=[O:42])=[CH:37][CH:36]=1.NN.C(=O)([O-])O.[Na+]. The catalyst is O1CCCC1. The product is [N:40]1[CH:35]=[CH:36][CH:37]=[C:38]([S:41]([N:11]2[C:7]([C:1]3[CH:2]=[CH:3][CH:4]=[CH:5][CH:6]=3)=[CH:8][C:9]([C:12]([O:14][CH2:15][CH3:16])=[O:13])=[CH:10]2)(=[O:43])=[O:42])[N:39]=1. The yield is 0.240. (2) The reactants are [CH2:1]([C:4]1[CH:28]=[CH:27][C:7]([CH2:8][N:9]([CH2:22][C:23]([O:25]C)=[O:24])[C:10](=[O:21])[CH2:11][C:12]2[CH:17]=[CH:16][C:15]([CH2:18][CH2:19][CH3:20])=[CH:14][CH:13]=2)=[CH:6][CH:5]=1)[CH2:2][CH3:3].[OH-].[Na+].Cl. The catalyst is CO.C(OCC)(=O)C. The product is [CH2:1]([C:4]1[CH:5]=[CH:6][C:7]([CH2:8][N:9]([CH2:22][C:23]([OH:25])=[O:24])[C:10](=[O:21])[CH2:11][C:12]2[CH:13]=[CH:14][C:15]([CH2:18][CH2:19][CH3:20])=[CH:16][CH:17]=2)=[CH:27][CH:28]=1)[CH2:2][CH3:3]. The yield is 0.910. (3) The yield is 0.640. The product is [S:19]1[C:23]([C:2]2[C:3]3[CH:10]=[CH:9][N:8]([CH2:11][O:12][CH2:13][CH2:14][Si:15]([CH3:18])([CH3:17])[CH3:16])[C:4]=3[N:5]=[CH:6][N:7]=2)=[CH:22][N:21]=[CH:20]1. The catalyst is CN(C)C(=O)C.C1C=CC([P]([Pd]([P](C2C=CC=CC=2)(C2C=CC=CC=2)C2C=CC=CC=2)([P](C2C=CC=CC=2)(C2C=CC=CC=2)C2C=CC=CC=2)[P](C2C=CC=CC=2)(C2C=CC=CC=2)C2C=CC=CC=2)(C2C=CC=CC=2)C2C=CC=CC=2)=CC=1. The reactants are Cl[C:2]1[C:3]2[CH:10]=[CH:9][N:8]([CH2:11][O:12][CH2:13][CH2:14][Si:15]([CH3:18])([CH3:17])[CH3:16])[C:4]=2[N:5]=[CH:6][N:7]=1.[S:19]1[CH:23]=[CH:22][N:21]=[CH:20]1.C([O-])(=O)C.[K+]. (4) The reactants are [NH:1]1[C:9]2[C:4](=[CH:5][CH:6]=[CH:7][CH:8]=2)[C:3](=[O:10])[C:2]1=[O:11].I[CH2:13][CH2:14][CH3:15].C(=O)([O-])[O-].[K+].[K+]. The catalyst is CN(C=O)C.C(OCC)(=O)C. The product is [CH:14]([N:1]1[C:9]2[C:4](=[CH:5][CH:6]=[CH:7][CH:8]=2)[C:3](=[O:10])[C:2]1=[O:11])([CH3:15])[CH3:13]. The yield is 0.945. (5) The reactants are [CH3:1][O:2][CH2:3][O:4][C:5]1[CH:6]=[CH:7][C:8]([OH:11])=[N:9][CH:10]=1.C([O-])([O-])=O.[K+].[K+].Br[CH2:19][CH2:20][O:21][CH3:22]. The catalyst is CN(C=O)C. The product is [CH3:22][O:21][CH2:20][CH2:19][O:11][C:8]1[CH:7]=[CH:6][C:5]([O:4][CH2:3][O:2][CH3:1])=[CH:10][N:9]=1. The yield is 0.270. (6) The reactants are C([O:3][C:4]([C:6]1[CH:7]=[N:8][N:9]([C:11]2[NH:15][C:14]3[CH:16]=[C:17]([Cl:27])[C:18]([O:20][C:21]4[CH:26]=[CH:25][CH:24]=[CH:23][CH:22]=4)=[CH:19][C:13]=3[N:12]=2)[CH:10]=1)=[O:5])C.Cl.O. The catalyst is C(O)(=O)C. The product is [Cl:27][C:17]1[C:18]([O:20][C:21]2[CH:22]=[CH:23][CH:24]=[CH:25][CH:26]=2)=[CH:19][C:13]2[N:12]=[C:11]([N:9]3[CH:10]=[C:6]([C:4]([OH:5])=[O:3])[CH:7]=[N:8]3)[NH:15][C:14]=2[CH:16]=1. The yield is 0.900. (7) The reactants are [C:1]1([S:7]([N:10]2[C:14]3=[N:15][CH:16]=[CH:17][C:18](Br)=[C:13]3[CH:12]=[CH:11]2)(=[O:9])=[O:8])[CH:6]=[CH:5][CH:4]=[CH:3][CH:2]=1.[CH3:20][N:21](C=O)C. The catalyst is O.[C-]#N.[Zn+2].[C-]#N.C1C=CC(P(C2C=CC=CC=2)[C-]2C=CC=C2)=CC=1.C1C=CC(P(C2C=CC=CC=2)[C-]2C=CC=C2)=CC=1.Cl[Pd]Cl.[Fe+2].[Zn]. The product is [C:1]1([S:7]([N:10]2[C:14]3[N:15]=[CH:16][CH:17]=[C:18]([C:20]#[N:21])[C:13]=3[CH:12]=[CH:11]2)(=[O:9])=[O:8])[CH:6]=[CH:5][CH:4]=[CH:3][CH:2]=1. The yield is 0.720. (8) The reactants are [CH2:1]([Mg]Cl)[CH3:2].[C:5]([C:7]1[CH:13]=[CH:12][CH:11]=[CH:10][C:8]=1[NH2:9])#N.Cl.C1C[O:18]CC1. No catalyst specified. The product is [NH2:9][C:8]1[CH:10]=[CH:11][CH:12]=[CH:13][C:7]=1[C:5](=[O:18])[CH2:1][CH3:2]. The yield is 0.680.